The task is: Predict the product of the given reaction.. This data is from Forward reaction prediction with 1.9M reactions from USPTO patents (1976-2016). (1) Given the reactants [C:1]([OH:7])([C:3]([F:6])([F:5])[F:4])=[O:2].C(O[C:13]([N:15](C)[C@@H:16]([CH3:53])[C:17]([NH:19][C@H:20]1[C:26]2([CH2:31][CH2:30][O:29][CH2:28][CH2:27]2)[O:25][C:24]2[CH:32]=[CH:33][CH:34]=[CH:35][C:23]=2[N:22]([CH2:36][C:37]2[C:46]([O:47][CH3:48])=[CH:45][CH:44]=[C:43]3[C:38]=2[CH:39]=[CH:40][C:41]([C:49]([OH:51])=[O:50])=[CH:42]3)[C:21]1=[O:52])=[O:18])=O)(C)(C)C, predict the reaction product. The product is: [F:4][C:3]([F:6])([F:5])[C:1]([OH:7])=[O:2].[CH3:48][O:47][C:46]1[C:37]([CH2:36][N:22]2[C:21](=[O:52])[C@@H:20]([NH:19][C:17](=[O:18])[C@@H:16]([NH:15][CH3:13])[CH3:53])[C:26]3([CH2:27][CH2:28][O:29][CH2:30][CH2:31]3)[O:25][C:24]3[CH:32]=[CH:33][CH:34]=[CH:35][C:23]2=3)=[C:38]2[C:43](=[CH:44][CH:45]=1)[CH:42]=[C:41]([C:49]([OH:51])=[O:50])[CH:40]=[CH:39]2. (2) Given the reactants [Cl:1][C:2]1[S:6][C:5]([C:7]([OH:9])=O)=[CH:4][C:3]=1[C:10]1[N:14]([CH3:15])[N:13]=[CH:12][CH:11]=1.[NH2:16][C@@H:17]([CH2:30][C:31]1[CH:36]=[CH:35][CH:34]=[C:33]([C:37]([F:40])([F:39])[F:38])[CH:32]=1)[CH2:18][N:19]1[C:27](=[O:28])[C:26]2[C:21](=[CH:22][CH:23]=[CH:24][CH:25]=2)[C:20]1=[O:29].C1CN([P+](Br)(N2CCCC2)N2CCCC2)CC1.F[P-](F)(F)(F)(F)F.CCN(C(C)C)C(C)C, predict the reaction product. The product is: [Cl:1][C:2]1[S:6][C:5]([C:7]([NH:16][C@@H:17]([CH2:30][C:31]2[CH:36]=[CH:35][CH:34]=[C:33]([C:37]([F:40])([F:38])[F:39])[CH:32]=2)[CH2:18][N:19]2[C:20](=[O:29])[C:21]3[C:26](=[CH:25][CH:24]=[CH:23][CH:22]=3)[C:27]2=[O:28])=[O:9])=[CH:4][C:3]=1[C:10]1[N:14]([CH3:15])[N:13]=[CH:12][CH:11]=1. (3) Given the reactants Br[C:2]1[O:6][C:5]([C:7]([O:9][CH2:10][CH3:11])=[O:8])=[N:4][N:3]=1.[Br:12][C:13]1[CH:24]=[CH:23][C:22]([F:25])=[CH:21][C:14]=1[O:15][C@H:16]1[CH2:20][CH2:19][NH:18][CH2:17]1.C1CCN2C(=NCCC2)CC1, predict the reaction product. The product is: [CH2:10]([O:9][C:7]([C:5]1[O:6][C:2]([N:18]2[CH2:19][CH2:20][C@H:16]([O:15][C:14]3[CH:21]=[C:22]([F:25])[CH:23]=[CH:24][C:13]=3[Br:12])[CH2:17]2)=[N:3][N:4]=1)=[O:8])[CH3:11]. (4) Given the reactants [Cl:1][C:2]1[N:7]=[C:6](Cl)[C:5]([N+:9]([O-:11])=[O:10])=[CH:4][N:3]=1.C(N(C(C)C)C(C)C)C.[CH3:21][O:22][C:23]1[CH:28]=[CH:27][C:26]([NH2:29])=[CH:25][CH:24]=1, predict the reaction product. The product is: [Cl:1][C:2]1[N:7]=[C:6]([NH:29][C:26]2[CH:27]=[CH:28][C:23]([O:22][CH3:21])=[CH:24][CH:25]=2)[C:5]([N+:9]([O-:11])=[O:10])=[CH:4][N:3]=1. (5) Given the reactants [CH3:1][N:2]([C:4]([O:8][N:9]1[N:17]=[N:16][C:11]2[CH:12]=[CH:13][CH:14]=[CH:15][C:10]1=2)=[N+:5]([CH3:7])[CH3:6])[CH3:3].[B-:18]([F:22])([F:21])([F:20])[F:19].[CH:23]1[CH:24]=[CH:25][C:26]2[N:31]([OH:32])[N:30]=[N:29][C:27]=2[CH:28]=1.CCN(C(C)C)C(C)C.Cl, predict the reaction product. The product is: [CH3:7][N:5]([C:4]([O:8][N:9]1[N:17]=[N:16][C:11]2[CH:12]=[CH:13][CH:14]=[CH:15][C:10]1=2)=[N+:2]([CH3:1])[CH3:3])[CH3:6].[B-:18]([F:22])([F:21])([F:20])[F:19].[CH:23]1[CH:24]=[CH:25][C:26]2[N:31]([OH:32])[N:30]=[N:29][C:27]=2[CH:28]=1.